Dataset: Reaction yield outcomes from USPTO patents with 853,638 reactions. Task: Predict the reaction yield, written as a fraction of the theoretical maximum amount of product (1.0 means a 100% yield; for example, 0.34 means a 34% yield). The reactants are [Cl:1][C:2]1[CH:8]=[CH:7][C:5]([NH2:6])=[C:4]([I:9])[CH:3]=1.[C:10]1(=O)[CH2:15][CH2:14][CH2:13][C:12](=[O:16])[CH2:11]1.O.C1(C)C=CC(S(O)(=O)=O)=CC=1.CCOC(C)=O. The catalyst is C1(C)C=CC=CC=1. The product is [Cl:1][C:2]1[CH:8]=[CH:7][C:5]([NH:6][C:10]2[CH2:15][CH2:14][CH2:13][C:12](=[O:16])[CH:11]=2)=[C:4]([I:9])[CH:3]=1. The yield is 0.800.